This data is from Forward reaction prediction with 1.9M reactions from USPTO patents (1976-2016). The task is: Predict the product of the given reaction. (1) Given the reactants Br[C:2]1[CH:3]=[CH:4][C:5]([N:9]2[CH2:14][CH2:13][N:12]([CH3:15])[CH2:11][CH2:10]2)=[C:6]([CH:8]=1)[NH2:7].[B:16]1([B:16]2[O:20][C:19]([CH3:22])([CH3:21])[C:18]([CH3:24])([CH3:23])[O:17]2)[O:20][C:19]([CH3:22])([CH3:21])[C:18]([CH3:24])([CH3:23])[O:17]1.CC([O-])=O.[K+].C(Cl)Cl, predict the reaction product. The product is: [CH3:15][N:12]1[CH2:13][CH2:14][N:9]([C:5]2[CH:4]=[CH:3][C:2]([B:16]3[O:20][C:19]([CH3:22])([CH3:21])[C:18]([CH3:24])([CH3:23])[O:17]3)=[CH:8][C:6]=2[NH2:7])[CH2:10][CH2:11]1. (2) Given the reactants [CH2:1]([O:8][C:9]([C:11]1([CH2:16][CH:17]=[O:18])[CH2:15][CH2:14][CH2:13][CH2:12]1)=[O:10])[C:2]1[CH:7]=[CH:6][CH:5]=[CH:4][CH:3]=1.[OH-:19].[Na+].Cl, predict the reaction product. The product is: [CH2:1]([O:8][C:9]([C:11]1([CH2:16][C:17]([OH:19])=[O:18])[CH2:12][CH2:13][CH2:14][CH2:15]1)=[O:10])[C:2]1[CH:7]=[CH:6][CH:5]=[CH:4][CH:3]=1.